From a dataset of Full USPTO retrosynthesis dataset with 1.9M reactions from patents (1976-2016). Predict the reactants needed to synthesize the given product. (1) Given the product [CH3:30][N:8]1[C:9]([NH:10][C:11]([C:18]2[CH:19]=[CH:20][CH:21]=[CH:22][CH:23]=2)([C:24]2[CH:25]=[CH:26][CH:27]=[CH:28][CH:29]=2)[C:12]2[CH:17]=[CH:16][CH:15]=[CH:14][CH:13]=2)=[C:5]([CH2:4][CH2:3][CH2:2][NH:1][C:31](=[O:32])[O:33][C:34]([CH3:37])([CH3:36])[CH3:35])[CH:6]=[N:7]1, predict the reactants needed to synthesize it. The reactants are: [NH2:1][CH2:2][CH2:3][CH2:4][C:5]1[CH:6]=[N:7][N:8]([CH3:30])[C:9]=1[NH:10][C:11]([C:24]1[CH:29]=[CH:28][CH:27]=[CH:26][CH:25]=1)([C:18]1[CH:23]=[CH:22][CH:21]=[CH:20][CH:19]=1)[C:12]1[CH:17]=[CH:16][CH:15]=[CH:14][CH:13]=1.[C:31](O[C:31]([O:33][C:34]([CH3:37])([CH3:36])[CH3:35])=[O:32])([O:33][C:34]([CH3:37])([CH3:36])[CH3:35])=[O:32]. (2) The reactants are: [CH3:1][O:2][C:3]1[CH:8]=[C:7]([Br:9])[CH:6]=[C:5]([O:10][CH3:11])[CH:4]=1.B(Br)(Br)Br.C([O-])([O-])=O.[K+].[K+].C(Br)[C:23]1[CH:28]=[CH:27][CH:26]=[CH:25][CH:24]=1. Given the product [CH2:1]([O:2][C:3]1[CH:8]=[C:7]([Br:9])[CH:6]=[C:5]([O:10][CH2:11][C:23]2[CH:24]=[CH:25][CH:26]=[CH:27][CH:28]=2)[CH:4]=1)[C:3]1[CH:8]=[CH:7][CH:6]=[CH:5][CH:4]=1, predict the reactants needed to synthesize it. (3) Given the product [CH2:16]([O:15][C:13]([CH:12]1[CH2:7][CH:6]1[C:5]1[CH:8]=[CH:9][C:2]([Cl:1])=[CH:3][CH:4]=1)=[O:14])[CH3:17], predict the reactants needed to synthesize it. The reactants are: [Cl:1][C:2]1[CH:9]=[CH:8][C:5]([CH:6]=[CH2:7])=[CH:4][CH:3]=1.[N+](=[CH:12][C:13]([O:15][CH2:16][CH3:17])=[O:14])=[N-]. (4) Given the product [CH2:1]([O:3][C:4](=[O:27])[CH2:5][O:6][C:7]1[CH:12]=[CH:11][C:10]([S:13][C:14]2[CH:15]=[C:16]([C:30]#[C:29][CH2:28][N:31]3[CH2:36][CH2:35][O:34][CH2:33][CH2:32]3)[CH:17]=[C:18]([O:20][CH2:21][CH:22]3[CH2:24][CH2:23]3)[CH:19]=2)=[CH:9][C:8]=1[CH3:26])[CH3:2], predict the reactants needed to synthesize it. The reactants are: [CH2:1]([O:3][C:4](=[O:27])[CH2:5][O:6][C:7]1[CH:12]=[CH:11][C:10]([S:13][C:14]2[CH:19]=[C:18]([O:20][CH2:21][CH:22]3[CH2:24][CH2:23]3)[CH:17]=[C:16](Br)[CH:15]=2)=[CH:9][C:8]=1[CH3:26])[CH3:2].[CH2:28]([N:31]1[CH2:36][CH2:35][O:34][CH2:33][CH2:32]1)[C:29]#[CH:30].C(OC(=O)COC1C=CC(SC2C=C(C#CC3C=CC(CO)=CC=3)C=C(OCCC3C=CC(Cl)=CC=3)C=2)=CC=1C)C.